Dataset: Forward reaction prediction with 1.9M reactions from USPTO patents (1976-2016). Task: Predict the product of the given reaction. (1) The product is: [CH3:29][O:30][C:31]1[CH:32]=[C:33]([CH:57]=[CH:58][CH:59]=1)[CH2:34][CH2:35][N:36]1[C:44]2[C:39](=[CH:40][CH:41]=[CH:42][C:43]=2[CH2:45][CH2:46][C:47]2[CH:48]=[CH:49][C:50]([C:51]([OH:53])=[O:52])=[CH:55][CH:56]=2)[CH2:38][CH2:37]1. Given the reactants FC1C=C(C=CC=1)CN1C2C(=CC=CC=2CCC2C=CC(C(O)=O)=CC=2)CC1.[CH3:29][O:30][C:31]1[CH:32]=[C:33]([CH:57]=[CH:58][CH:59]=1)[CH2:34][CH2:35][N:36]1[C:44]2[C:39](=[CH:40][CH:41]=[CH:42][C:43]=2[CH2:45][CH2:46][C:47]2[CH:56]=[CH:55][C:50]([C:51]([O:53]C)=[O:52])=[CH:49][CH:48]=2)[CH2:38][CH2:37]1.[Li+].[OH-], predict the reaction product. (2) Given the reactants [CH2:1]([O:8][C:9]([C:11]1([CH:19](OS(C(F)(F)F)(=O)=O)[CH3:20])[CH2:16][O:15][C:14]([CH3:18])([CH3:17])[CH2:13][O:12]1)=[O:10])[C:2]1[CH:7]=[CH:6][CH:5]=[CH:4][CH:3]=1.N1(C2CCCCCCCCCC2)CCCN=CCCCCC1, predict the reaction product. The product is: [CH2:1]([O:8][C:9]([C:11]1([CH:19]=[CH2:20])[CH2:16][O:15][C:14]([CH3:17])([CH3:18])[CH2:13][O:12]1)=[O:10])[C:2]1[CH:3]=[CH:4][CH:5]=[CH:6][CH:7]=1. (3) Given the reactants [ClH:1].[N:2]1([CH2:7][C:8]2[CH:9]=[C:10]([CH:14]=[CH:15][CH:16]=2)[C:11](O)=[O:12])[CH2:6][CH2:5][CH2:4][CH2:3]1.S(Cl)([Cl:19])=O, predict the reaction product. The product is: [ClH:19].[N:2]1([CH2:7][C:8]2[CH:9]=[C:10]([CH:14]=[CH:15][CH:16]=2)[C:11]([Cl:1])=[O:12])[CH2:6][CH2:5][CH2:4][CH2:3]1. (4) Given the reactants [NH2:1][C:2]1[C:3]2[C:10](I)=[CH:9][N:8]([C@@H:12]3[CH2:15][C@H:14]([CH2:16][OH:17])[CH2:13]3)[C:4]=2[N:5]=[CH:6][N:7]=1.[CH3:18][C:19]12[O:25][C:22]([CH2:26][O:27][C:28]3[CH:33]=[CH:32][CH:31]=[C:30](B4OC(C)(C)C(C)(C)O4)[CH:29]=3)([CH2:23][CH2:24]1)[CH2:21][CH2:20]2.C(=O)([O-])[O-].[Na+].[Na+].O, predict the reaction product. The product is: [NH2:1][C:2]1[C:3]2[C:10]([C:32]3[CH:31]=[CH:30][CH:29]=[C:28]([O:27][CH2:26][C:22]45[O:25][C:19]([CH3:18])([CH2:24][CH2:23]4)[CH2:20][CH2:21]5)[CH:33]=3)=[CH:9][N:8]([C@@H:12]3[CH2:15][C@H:14]([CH2:16][OH:17])[CH2:13]3)[C:4]=2[N:5]=[CH:6][N:7]=1. (5) Given the reactants [OH:1][C:2]1[CH:3]=[C:4]([CH:12]([CH3:16])[C:13]([OH:15])=[O:14])[CH:5]=[C:6]([C:8]([F:11])([F:10])[F:9])[CH:7]=1.[Cl:17][C:18]1[CH:23]=[C:22]([S:24]([CH2:27][CH3:28])(=[O:26])=[O:25])[CH:21]=[CH:20][C:19]=1F, predict the reaction product. The product is: [Cl:17][C:18]1[CH:23]=[C:22]([S:24]([CH2:27][CH3:28])(=[O:26])=[O:25])[CH:21]=[CH:20][C:19]=1[O:1][C:2]1[CH:3]=[C:4]([CH:12]([CH3:16])[C:13]([OH:15])=[O:14])[CH:5]=[C:6]([C:8]([F:9])([F:10])[F:11])[CH:7]=1. (6) Given the reactants [H-].[Na+].[CH2:3]([C:5]1[C:14]([CH3:15])=[C:13]([OH:16])[C:12]2[C:7](=[CH:8][C:9]([Cl:18])=[C:10]([F:17])[CH:11]=2)[N:6]=1)[CH3:4].C(C1C(C)=[C:29]([O:32]C(C2CC2)=O)[C:28]2C(=CC(F)=C(F)C=2)N=1)C.[CH2:40]([C:42]1[C:51]([CH3:52])=[C:50]([O:53][C:54]([CH:56]2CC2)=[O:55])[C:49]2[C:44](=[CH:45][CH:46]=[C:47]([F:60])[C:48]=2F)[N:43]=1)[CH3:41], predict the reaction product. The product is: [CH2:3]([C:5]1[C:14]([CH3:15])=[C:13]([O:16][C:29](=[O:32])[CH3:28])[C:12]2[C:7](=[CH:8][C:9]([Cl:18])=[C:10]([F:17])[CH:11]=2)[N:6]=1)[CH3:4].[CH2:40]([C:42]1[C:51]([CH3:52])=[C:50]([O:53][C:54](=[O:55])[CH3:56])[C:49]2[C:44](=[CH:45][CH:46]=[C:47]([F:60])[C:48]=2[Cl:18])[N:43]=1)[CH3:41].